From a dataset of Forward reaction prediction with 1.9M reactions from USPTO patents (1976-2016). Predict the product of the given reaction. (1) Given the reactants [CH3:1][O:2][C:3]([C:5]1[O:6][C:7]([CH3:12])=[C:8]([CH2:10][OH:11])[CH:9]=1)=[O:4].[CH3:13][C:14]1([CH3:28])[C:18]([CH3:20])([CH3:19])[O:17][B:16]([C:21]2[CH:26]=[CH:25][C:24](O)=[CH:23][CH:22]=2)[O:15]1.C1(P(C2C=CC=CC=2)C2C=CC=CC=2)C=CC=CC=1, predict the reaction product. The product is: [CH3:1][O:2][C:3]([C:5]1[O:6][C:7]([CH3:12])=[C:8]([CH2:10][O:11][C:24]2[CH:25]=[CH:26][C:21]([B:16]3[O:17][C:18]([CH3:20])([CH3:19])[C:14]([CH3:28])([CH3:13])[O:15]3)=[CH:22][CH:23]=2)[CH:9]=1)=[O:4]. (2) Given the reactants [F:1][C:2]1[CH:3]=[C:4]2[C:8](=[CH:9][CH:10]=1)[NH:7][C:6](=[O:11])[C:5]2=[CH:12][C:13]1[CH:14]=[C:15]([CH:19]=[CH:20][CH:21]=1)[C:16](O)=[O:17].Cl.C(N=C=NCCCN(C)C)C.OC1C2N=NNC=2C=CC=1.C(N(CC)CC)C.Cl.[CH3:52][O:53][C:54](=[O:60])[CH2:55][CH2:56][CH2:57][CH2:58][NH2:59], predict the reaction product. The product is: [CH3:52][O:53][C:54](=[O:60])[CH2:55][CH2:56][CH2:57][CH2:58][NH:59][C:16](=[O:17])[C:15]1[CH:19]=[CH:20][CH:21]=[C:13]([CH:12]=[C:5]2[C:4]3[C:8](=[CH:9][CH:10]=[C:2]([F:1])[CH:3]=3)[NH:7][C:6]2=[O:11])[CH:14]=1. (3) Given the reactants [Cl:1][C:2]1[CH:3]=[CH:4][C:5]([C:39]([F:42])([F:41])[F:40])=[C:6]([C:8]2[CH:13]=[CH:12][N:11]([CH:14]([CH2:31][C:32]3[CH:37]=[CH:36][N:35]=[CH:34][CH:33]=3)[C:15]([NH:17][C:18]3[CH:30]=[CH:29][C:21]([C:22]([O:24]C(C)(C)C)=[O:23])=[CH:20][CH:19]=3)=[O:16])[C:10](=[O:38])[CH:9]=2)[CH:7]=1.C(O)(C(F)(F)F)=O, predict the reaction product. The product is: [Cl:1][C:2]1[CH:3]=[CH:4][C:5]([C:39]([F:42])([F:40])[F:41])=[C:6]([C:8]2[CH:13]=[CH:12][N:11]([CH:14]([CH2:31][C:32]3[CH:37]=[CH:36][N:35]=[CH:34][CH:33]=3)[C:15]([NH:17][C:18]3[CH:19]=[CH:20][C:21]([C:22]([OH:24])=[O:23])=[CH:29][CH:30]=3)=[O:16])[C:10](=[O:38])[CH:9]=2)[CH:7]=1. (4) Given the reactants [CH3:1][O:2][C:3](=[O:19])[CH:4]([NH:8][C:9](=[O:18])[C:10]1[C:15]([Cl:16])=[CH:14][CH:13]=[CH:12][C:11]=1[Cl:17])[CH2:5][CH:6]=[CH2:7].I[C:21]1[CH:26]=[CH:25][C:24]([N:27]([CH2:34][CH:35]([CH3:37])[CH3:36])[C:28]2[N:33]=[CH:32][CH:31]=[CH:30][N:29]=2)=[CH:23][CH:22]=1, predict the reaction product. The product is: [CH3:1][O:2][C:3](=[O:19])[CH:4]([NH:8][C:9](=[O:18])[C:10]1[C:11]([Cl:17])=[CH:12][CH:13]=[CH:14][C:15]=1[Cl:16])[CH2:5]/[CH:6]=[CH:7]/[C:21]1[CH:26]=[CH:25][C:24]([N:27]([CH2:34][CH:35]([CH3:37])[CH3:36])[C:28]2[N:29]=[CH:30][CH:31]=[CH:32][N:33]=2)=[CH:23][CH:22]=1. (5) The product is: [S:22]1[CH:6]=[CH:7][CH:2]=[C:3]1[S:8]([N:11]1[C:19]2[CH:18]=[CH:17][CH:16]=[C:15]([CH:20]=[O:21])[C:14]=2[CH:13]=[CH:12]1)(=[O:10])=[O:9]. Given the reactants C[C:2]1[CH:7]=[CH:6]C=C[C:3]=1[S:8]([N:11]1[C:19]2[CH:18]=[CH:17][CH:16]=[C:15]([CH:20]=[O:21])[C:14]=2[CH:13]=[CH:12]1)(=[O:10])=[O:9].[S:22]1C=CC=C1S(N1C2C(=C(C=C)C=CC=2)C=C1)(=O)=O.N1C(C)=CC=CC=1C.I([O-])(=O)(=O)=O.[Na+], predict the reaction product. (6) Given the reactants [I:1][C:2]1[CH:7]=[CH:6][C:5]([C@H:8]2[C@@H:13]([C:14]([O:16]CC)=[O:15])[CH2:12][CH2:11][O:10][CH2:9]2)=[CH:4][CH:3]=1.Cl, predict the reaction product. The product is: [I:1][C:2]1[CH:7]=[CH:6][C:5]([C@H:8]2[C@@H:13]([C:14]([OH:16])=[O:15])[CH2:12][CH2:11][O:10][CH2:9]2)=[CH:4][CH:3]=1.